From a dataset of Reaction yield outcomes from USPTO patents with 853,638 reactions. Predict the reaction yield, written as a fraction of the theoretical maximum amount of product (1.0 means a 100% yield; for example, 0.34 means a 34% yield). (1) The reactants are Cl[C:2]1[CH:11]=[CH:10][CH:9]=[CH:8][C:3]=1[CH2:4][CH2:5][CH:6]=[O:7].[O:12]=[C:13]([C:20]1[CH:25]=[CH:24][CH:23]=[CH:22][CH:21]=1)/[CH:14]=[CH:15]/[C:16]([O:18][CH3:19])=[O:17]. The catalyst is C(Cl)(Cl)Cl. The product is [CH2:4]([C@H:5]1[C@@H:15]([C:16]([O:18][CH3:19])=[O:17])[CH:14]=[C:13]([C:20]2[CH:25]=[CH:24][CH:23]=[CH:22][CH:21]=2)[O:12][C:6]1=[O:7])[C:3]1[CH:8]=[CH:9][CH:10]=[CH:11][CH:2]=1. The yield is 0.910. (2) The reactants are [CH3:1][N:2]([CH3:19])[C:3]1[CH:8]=[CH:7][C:6]([CH:9]=[CH:10][C:11]2[N:16]=[C:15](O)[CH:14]=[C:13]([CH3:18])[N:12]=2)=[CH:5][CH:4]=1.O=P(Cl)(Cl)[Cl:22]. No catalyst specified. The product is [Cl:22][C:15]1[CH:14]=[C:13]([CH3:18])[N:12]=[C:11](/[CH:10]=[CH:9]/[C:6]2[CH:7]=[CH:8][C:3]([N:2]([CH3:19])[CH3:1])=[CH:4][CH:5]=2)[N:16]=1. The yield is 0.185.